Dataset: Full USPTO retrosynthesis dataset with 1.9M reactions from patents (1976-2016). Task: Predict the reactants needed to synthesize the given product. Given the product [Br:8][C:6]1[CH:5]=[CH:4][C:3]([CH2:9][Br:10])=[C:2]([Cl:1])[CH:7]=1, predict the reactants needed to synthesize it. The reactants are: [Cl:1][C:2]1[CH:7]=[C:6]([Br:8])[CH:5]=[CH:4][C:3]=1[CH3:9].[Br:10]N1C(=O)CCC1=O.C(OOC(=O)C1C=CC=CC=1)(=O)C1C=CC=CC=1.